This data is from Reaction yield outcomes from USPTO patents with 853,638 reactions. The task is: Predict the reaction yield, written as a fraction of the theoretical maximum amount of product (1.0 means a 100% yield; for example, 0.34 means a 34% yield). The reactants are [OH:1][CH2:2][CH2:3][NH:4][C:5](=[O:14])[O:6][CH2:7][C:8]1[CH:13]=[CH:12][CH:11]=[CH:10][CH:9]=1.O[N:16]1[C:20](=[O:21])[C:19]2=[CH:22][CH:23]=[CH:24][CH:25]=[C:18]2[C:17]1=[O:26].C1(P(C2C=CC=CC=2)C2C=CC=CC=2)C=CC=CC=1.N(C(OCC)=O)=NC(OCC)=O. The catalyst is O1CCCC1.C(OCC)(=O)C. The product is [CH2:7]([O:6][C:5]([NH:4][CH2:3][CH2:2][O:1][N:16]1[C:17](=[O:26])[C:18]2=[CH:25][CH:24]=[CH:23][CH:22]=[C:19]2[C:20]1=[O:21])=[O:14])[C:8]1[CH:9]=[CH:10][CH:11]=[CH:12][CH:13]=1. The yield is 0.910.